Dataset: Peptide-MHC class II binding affinity with 134,281 pairs from IEDB. Task: Regression. Given a peptide amino acid sequence and an MHC pseudo amino acid sequence, predict their binding affinity value. This is MHC class II binding data. The peptide sequence is QDMVITTQGSDDIRK. The MHC is DRB1_0101 with pseudo-sequence DRB1_0101. The binding affinity (normalized) is 0.175.